From a dataset of Reaction yield outcomes from USPTO patents with 853,638 reactions. Predict the reaction yield, written as a fraction of the theoretical maximum amount of product (1.0 means a 100% yield; for example, 0.34 means a 34% yield). (1) The reactants are [F:1][C:2]1[CH:29]=[C:28]([F:30])[CH:27]=[CH:26][C:3]=1[O:4][C:5]1[CH:10]=[CH:9][C:8]([CH2:11][S:12]([CH2:15][CH3:16])(=[O:14])=[O:13])=[CH:7][C:6]=1B1OC(C)(C)C(C)(C)O1.Br[C:32]1[N:37]2[CH:38]=[N:39][CH:40]=[C:36]2[C:35](=[O:41])[N:34]([CH3:42])[CH:33]=1.[O-]P([O-])([O-])=O.[K+].[K+].[K+]. The catalyst is O1CCOCC1.O.C1C=CC(P(C2C=CC=CC=2)[C-]2C=CC=C2)=CC=1.C1C=CC(P(C2C=CC=CC=2)[C-]2C=CC=C2)=CC=1.Cl[Pd]Cl.[Fe+2]. The product is [F:1][C:2]1[CH:29]=[C:28]([F:30])[CH:27]=[CH:26][C:3]=1[O:4][C:5]1[CH:10]=[CH:9][C:8]([CH2:11][S:12]([CH2:15][CH3:16])(=[O:13])=[O:14])=[CH:7][C:6]=1[C:32]1[N:37]2[CH:38]=[N:39][CH:40]=[C:36]2[C:35](=[O:41])[N:34]([CH3:42])[CH:33]=1. The yield is 0.450. (2) The reactants are [OH:1][C:2]([CH3:41])([CH3:40])[CH:3]([CH3:39])[O:4][C@H:5]1[CH2:10][CH2:9][C@H:8]([N:11]2[C:16](=[O:17])[C:15]([CH2:18][C:19]3[CH:24]=[CH:23][C:22]([C:25]4[C:26]([C:31]#[N:32])=[CH:27][CH:28]=[CH:29][CH:30]=4)=[CH:21][CH:20]=3)=[C:14]([CH2:33][CH2:34][CH3:35])[N:13]3[N:36]=[CH:37][N:38]=[C:12]23)[CH2:7][CH2:6]1.C[Si]([N:46]=[N+:47]=[N-:48])(C)C.C([Sn](=O)CCCC)CCC.C1(C)C=CC=CC=1. The catalyst is O.C(OCC)(=O)C. The product is [OH:1][C:2]([CH3:40])([CH3:41])[CH:3]([CH3:39])[O:4][C@H:5]1[CH2:10][CH2:9][C@H:8]([N:11]2[C:16](=[O:17])[C:15]([CH2:18][C:19]3[CH:24]=[CH:23][C:22]([C:25]4[CH:30]=[CH:29][CH:28]=[CH:27][C:26]=4[C:31]4[NH:48][N:47]=[N:46][N:32]=4)=[CH:21][CH:20]=3)=[C:14]([CH2:33][CH2:34][CH3:35])[N:13]3[N:36]=[CH:37][N:38]=[C:12]23)[CH2:7][CH2:6]1. The yield is 0.300. (3) The yield is 0.380. The catalyst is C(OC(C)(C)C)(=O)C. The reactants are [OH:1][CH:2]([C:8]1[C:17]([CH3:18])=[CH:16][C:15]2[C:10](=[CH:11][CH:12]=[CH:13][CH:14]=2)[C:9]=1[OH:19])[C:3]([O:5][CH2:6][CH3:7])=[O:4].Cl(O)(=O)(=O)=O.C([O-])(O)=O.[Na+]. The product is [C:8]([O:1][CH:2]([C:8]1[C:17]([CH3:18])=[CH:16][C:15]2[C:10](=[CH:11][CH:12]=[CH:13][CH:14]=2)[C:9]=1[OH:19])[C:3]([O:5][CH2:6][CH3:7])=[O:4])([CH3:17])([CH3:9])[CH3:2].